This data is from Catalyst prediction with 721,799 reactions and 888 catalyst types from USPTO. The task is: Predict which catalyst facilitates the given reaction. (1) Product: [Br:8][C:5]1[CH:6]=[CH:7][C:2]([NH:1][C:15](=[O:16])[O:14][C:11]([CH3:13])([CH3:12])[CH3:10])=[C:3]([NH:9][C:15](=[O:16])[O:14][C:11]([CH3:13])([CH3:12])[CH3:10])[CH:4]=1. Reactant: [NH2:1][C:2]1[CH:7]=[CH:6][C:5]([Br:8])=[CH:4][C:3]=1[NH2:9].[CH3:10][C:11]([O:14][C:15](O[C:15]([O:14][C:11]([CH3:13])([CH3:12])[CH3:10])=[O:16])=[O:16])([CH3:13])[CH3:12]. The catalyst class is: 14. (2) Reactant: FC1C=C(F)C=CC=1N[S:10]([CH:13]1[C:18]([C:19]([O:21][CH2:22][CH3:23])=[O:20])=[CH:17][CH2:16][CH2:15][CH2:14]1)(=O)=O.[C:24]1([CH2:30]S)[CH:29]=[CH:28][CH:27]=[CH:26][CH:25]=1.C1CCN2C(=NCCC2)CC1. Product: [CH2:30]([S:10][CH:13]1[C:18]([C:19]([O:21][CH2:22][CH3:23])=[O:20])=[CH:17][CH2:16][CH2:15][CH2:14]1)[C:24]1[CH:29]=[CH:28][CH:27]=[CH:26][CH:25]=1. The catalyst class is: 42. (3) Reactant: CC1(C)N([O])C(C)(C)CCC1.[Na+].[Cl-].[C:14]1([CH:20]([OH:22])[CH3:21])[CH:19]=[CH:18][CH:17]=[CH:16][CH:15]=1. Product: [C:20]([C:14]1[CH:19]=[CH:18][CH:17]=[CH:16][CH:15]=1)(=[O:22])[CH3:21]. The catalyst class is: 26. (4) Reactant: [CH3:1][N:2]1[C:8]2[CH:9]=[CH:10][C:11]([C:13]3[CH:18]=[CH:17][C:16]([O:19][C:20]([F:23])([F:22])[F:21])=[CH:15][CH:14]=3)=[CH:12][C:7]=2[C:6](=[O:24])[NH:5][CH2:4][C:3]1=[O:25].[H-].[Na+].Cl.Cl[CH2:30][C:31]1[N:36]=[CH:35][CH:34]=[CH:33][N:32]=1. Product: [CH3:1][N:2]1[C:8]2[CH:9]=[CH:10][C:11]([C:13]3[CH:14]=[CH:15][C:16]([O:19][C:20]([F:23])([F:21])[F:22])=[CH:17][CH:18]=3)=[CH:12][C:7]=2[C:6](=[O:24])[N:5]([CH2:30][C:31]2[N:36]=[CH:35][CH:34]=[CH:33][N:32]=2)[CH2:4][C:3]1=[O:25]. The catalyst class is: 3. (5) Reactant: [CH2:1]([S:3]([C:6]1[CH:7]=[C:8]([NH2:20])[C:9]([NH:12][CH2:13][CH:14]2[CH2:19][CH2:18][O:17][CH2:16][CH2:15]2)=[CH:10][CH:11]=1)(=[O:5])=[O:4])[CH3:2].[C:21]([CH2:25][C:26](Cl)=O)([CH3:24])([CH3:23])[CH3:22]. Product: [CH3:22][C:21]([CH3:24])([CH3:23])[CH2:25][C:26]1[N:12]([CH2:13][CH:14]2[CH2:19][CH2:18][O:17][CH2:16][CH2:15]2)[C:9]2[CH:10]=[CH:11][C:6]([S:3]([CH2:1][CH3:2])(=[O:4])=[O:5])=[CH:7][C:8]=2[N:20]=1. The catalyst class is: 13. (6) Reactant: [CH3:1][O:2][CH2:3][CH2:4][NH:5][C:6]([C:8]1[N:13]=[CH:12][C:11]2[N:14]=[CH:15][NH:16][C:10]=2[CH:9]=1)=[O:7].Cl[C:18]1([C:24]([O:26][CH3:27])=[O:25])[C:22](=[O:23])[CH:21]=[CH:20][S:19]1. Product: [OH:23][C:22]1[CH:21]=[C:20]([N:16]2[C:10]3[CH:9]=[C:8]([C:6](=[O:7])[NH:5][CH2:4][CH2:3][O:2][CH3:1])[N:13]=[CH:12][C:11]=3[N:14]=[CH:15]2)[S:19][C:18]=1[C:24]([O:26][CH3:27])=[O:25]. The catalyst class is: 22.